Dataset: Forward reaction prediction with 1.9M reactions from USPTO patents (1976-2016). Task: Predict the product of the given reaction. (1) Given the reactants B(Br)(Br)Br.Cl.[F:6][C:7]([F:41])([F:40])[S:8]([O:11][C:12]1[CH:21]=[CH:20][C:19]2[C:14](=[CH:15][CH:16]=[C:17]([O:22]C)[CH:18]=2)[C:13]=1[O:24][C:25]1[CH:30]=[CH:29][C:28]([O:31][CH2:32][CH2:33][N:34]2[CH2:39][CH2:38][CH2:37][CH2:36][CH2:35]2)=[CH:27][CH:26]=1)(=[O:10])=[O:9], predict the reaction product. The product is: [F:40][C:7]([F:6])([F:41])[S:8]([O:11][C:12]1[CH:21]=[CH:20][C:19]2[C:14](=[CH:15][CH:16]=[C:17]([OH:22])[CH:18]=2)[C:13]=1[O:24][C:25]1[CH:26]=[CH:27][C:28]([O:31][CH2:32][CH2:33][N:34]2[CH2:39][CH2:38][CH2:37][CH2:36][CH2:35]2)=[CH:29][CH:30]=1)(=[O:10])=[O:9]. (2) Given the reactants [C:1]([O:5][C:6]([N:8]1[CH2:12][CH2:11][CH2:10][CH:9]1[CH:13]=[CH:14][C:15](OCC)=[O:16])=[O:7])([CH3:4])([CH3:3])[CH3:2].C(Cl)Cl.B(F)(F)F.CCOCC.CC(C[AlH]CC(C)C)C, predict the reaction product. The product is: [C:1]([O:5][C:6]([N:8]1[CH2:12][CH2:11][CH2:10][CH:9]1[CH:13]=[CH:14][CH2:15][OH:16])=[O:7])([CH3:4])([CH3:3])[CH3:2]. (3) Given the reactants [CH3:1][C:2]([O:7][C:8]1[CH:13]=[CH:12][C:11]([C:14]([F:17])([F:16])[F:15])=[CH:10][N:9]=1)([CH3:6])[C:3]([OH:5])=O.[CH3:18][C:19]1[CH:24]=[CH:23][C:22]([CH2:25][CH:26]([C:30]2[CH:35]=[CH:34][CH:33]=[CH:32][CH:31]=2)[CH:27]([NH2:29])[CH3:28])=[CH:21][CH:20]=1.C(N(C(C)C)CC)(C)C.C1CN([P+](ON2N=NC3C=CC=CC2=3)(N2CCCC2)N2CCCC2)CC1.F[P-](F)(F)(F)(F)F, predict the reaction product. The product is: [CH3:6][C:2]([O:7][C:8]1[CH:13]=[CH:12][C:11]([C:14]([F:17])([F:16])[F:15])=[CH:10][N:9]=1)([CH3:1])[C:3]([NH:29][CH:27]([CH3:28])[CH:26]([C:30]1[CH:35]=[CH:34][CH:33]=[CH:32][CH:31]=1)[CH2:25][C:22]1[CH:23]=[CH:24][C:19]([CH3:18])=[CH:20][CH:21]=1)=[O:5]. (4) Given the reactants [Cl:1][C:2]1[S:6][C:5]([C:7]([NH:9][C:10]2[CH:19]=[C:18]([CH3:20])[C:17]([N+:21]([O-])=O)=[CH:16][C:11]=2[C:12]([O:14][CH3:15])=[O:13])=[O:8])=[CH:4][CH:3]=1.O.NN.S([O-])([O-])(=O)=O.[Na+].[Na+], predict the reaction product. The product is: [NH2:21][C:17]1[C:18]([CH3:20])=[CH:19][C:10]([NH:9][C:7]([C:5]2[S:6][C:2]([Cl:1])=[CH:3][CH:4]=2)=[O:8])=[C:11]([CH:16]=1)[C:12]([O:14][CH3:15])=[O:13]. (5) Given the reactants Br[CH2:2][C:3](=O)[C:4]([CH3:7])([CH3:6])[CH3:5].[NH2:9][C:10]([NH2:12])=[S:11].C(=O)([O-])O.[Na+], predict the reaction product. The product is: [NH2:12][C:10]1[S:11][CH:2]=[C:3]([C:4]([CH3:7])([CH3:6])[CH3:5])[N:9]=1. (6) Given the reactants COC[O:4][C:5]1[CH:6]=[C:7]([CH:11]([CH3:17])[C:12]([O:14][CH2:15][CH3:16])=[O:13])[CH:8]=[CH:9][CH:10]=1.FC(F)(F)C(O)=O.C(=O)(O)[O-].[Na+].O, predict the reaction product. The product is: [OH:4][C:5]1[CH:6]=[C:7]([CH:11]([CH3:17])[C:12]([O:14][CH2:15][CH3:16])=[O:13])[CH:8]=[CH:9][CH:10]=1. (7) Given the reactants [NH2:1][C:2]1[C:7]([CH:8]=[O:9])=[C:6]([CH:10]2[CH2:12][CH2:11]2)[N:5]=[C:4](Cl)[CH:3]=1.[NH:14]1[CH:18]=[C:17]([C:19]([O:21][CH2:22][CH3:23])=[O:20])[CH:16]=[N:15]1.C(=O)([O-])[O-].[Cs+].[Cs+].O, predict the reaction product. The product is: [NH2:1][C:2]1[C:7]([CH:8]=[O:9])=[C:6]([CH:10]2[CH2:12][CH2:11]2)[N:5]=[C:4]([N:14]2[CH:18]=[C:17]([C:19]([O:21][CH2:22][CH3:23])=[O:20])[CH:16]=[N:15]2)[CH:3]=1. (8) Given the reactants Cl[C:2]1[CH:7]=[CH:6][N:5]=[CH:4][C:3]=1[N+:8]([O-:10])=[O:9].[Si:11]([O:18][C@@H:19]1[CH2:24][CH2:23][NH:22][CH2:21][C@H:20]1[NH:25][C:26](=[O:32])[O:27][C:28]([CH3:31])([CH3:30])[CH3:29])([C:14]([CH3:17])([CH3:16])[CH3:15])([CH3:13])[CH3:12].C(N(CC)CC)C, predict the reaction product. The product is: [Si:11]([O:18][C@@H:19]1[CH2:24][CH2:23][N:22]([C:2]2[CH:7]=[CH:6][N:5]=[CH:4][C:3]=2[N+:8]([O-:10])=[O:9])[CH2:21][C@H:20]1[NH:25][C:26](=[O:32])[O:27][C:28]([CH3:31])([CH3:30])[CH3:29])([C:14]([CH3:17])([CH3:16])[CH3:15])([CH3:13])[CH3:12].